This data is from Full USPTO retrosynthesis dataset with 1.9M reactions from patents (1976-2016). The task is: Predict the reactants needed to synthesize the given product. (1) Given the product [C:1]([C:3]1[CH:8]=[CH:7][C:6]([CH:23]=[O:24])=[CH:5][CH:4]=1)(=[O:2])[CH2:12][CH2:13][CH2:14][CH2:15][CH2:16][CH2:17][CH2:18][CH2:19][CH3:20], predict the reactants needed to synthesize it. The reactants are: [CH:1]([C:3]1[CH:8]=[CH:7][C:6](B(O)O)=[CH:5][CH:4]=1)=[O:2].[C:12](Cl)(=O)[CH2:13][CH2:14][CH2:15][CH2:16][CH2:17][CH2:18][CH2:19][CH3:20].[C:23](=O)([O-])[O-:24].[Cs+].[Cs+]. (2) Given the product [CH3:28][C:24]1([CH3:29])[CH2:25][CH2:26][CH2:27][N:22]([CH2:21][CH2:20][CH2:19][O:18][C:15]2[CH:14]=[CH:13][C:12]([C:9]3[CH2:10][CH2:5][NH:6][CH2:7][CH:8]=3)=[CH:17][CH:16]=2)[CH2:23]1, predict the reactants needed to synthesize it. The reactants are: CC([CH:5]1[CH2:10][C:9]([C:12]2[CH:17]=[CH:16][C:15]([O:18][CH2:19][CH2:20][CH2:21][N:22]3[CH2:27][CH2:26][CH2:25][C:24]([CH3:29])([CH3:28])[CH2:23]3)=[CH:14][CH:13]=2)(O)[CH2:8][CH2:7][N:6]1C([O-])=O)(C)C.Cl. (3) Given the product [CH3:1][N:2]1[CH2:28][CH2:27][C:5]2[N:6]([CH2:14][CH:15]([NH:31][CH2:29][CH3:30])[C:16]3[CH:21]=[CH:20][N:19]=[CH:18][CH:17]=3)[C:7]3[CH:8]=[CH:9][C:10]([CH3:13])=[CH:11][C:12]=3[C:4]=2[CH2:3]1, predict the reactants needed to synthesize it. The reactants are: [CH3:1][N:2]1[CH2:28][CH2:27][C:5]2[N:6]([CH2:14][CH:15](OS(C)(=O)=O)[C:16]3[CH:21]=[CH:20][N:19]=[CH:18][CH:17]=3)[C:7]3[CH:8]=[CH:9][C:10]([CH3:13])=[CH:11][C:12]=3[C:4]=2[CH2:3]1.[CH2:29]([NH2:31])[CH3:30]. (4) Given the product [ClH:37].[CH3:1][O:2][C:3]1[C:8]([C:9]2[S:10][CH:11]=[CH:12][CH:13]=2)=[CH:7][C:6](/[CH:14]=[CH:15]/[C:16]([C:18]2[CH:19]=[CH:20][C:21]([S:24]([NH2:27])(=[O:26])=[O:25])=[CH:22][CH:23]=2)=[O:17])=[C:5]([O:28][CH2:29][CH2:30][N:31]2[CH2:32][CH2:33][O:34][CH2:35][CH2:36]2)[CH:4]=1, predict the reactants needed to synthesize it. The reactants are: [CH3:1][O:2][C:3]1[C:8]([C:9]2[S:10][CH:11]=[CH:12][CH:13]=2)=[CH:7][C:6]([CH:14]=[CH:15][C:16]([C:18]2[CH:23]=[CH:22][C:21]([S:24]([NH2:27])(=[O:26])=[O:25])=[CH:20][CH:19]=2)=[O:17])=[C:5]([O:28][CH2:29][CH2:30][N:31]2[CH2:36][CH2:35][O:34][CH2:33][CH2:32]2)[CH:4]=1.[ClH:37]. (5) Given the product [ClH:27].[ClH:29].[NH2:7][C@H:8]([C:9]([N:11]1[CH2:12][CH2:13][N:14]([CH3:17])[CH2:15][CH2:16]1)=[O:10])[CH2:18][NH:19][C:20]([C:22]1[S:23][C:24]([Cl:27])=[CH:25][CH:26]=1)=[O:21], predict the reactants needed to synthesize it. The reactants are: C(OC(=O)[NH:7][C@@H:8]([CH2:18][NH:19][C:20]([C:22]1[S:23][C:24]([Cl:27])=[CH:25][CH:26]=1)=[O:21])[C:9]([N:11]1[CH2:16][CH2:15][N:14]([CH3:17])[CH2:13][CH2:12]1)=[O:10])(C)(C)C.[ClH:29]. (6) Given the product [NH2:5][C:6]1[N:11]=[CH:10][C:9](/[CH:12]=[CH:13]/[C:14]([N:30]([CH2:29][C:22]2[C:23]3[C:28](=[CH:27][CH:26]=[CH:25][CH:24]=3)[N:20]([CH:17]([CH3:19])[CH3:18])[CH:21]=2)[CH3:31])=[O:16])=[CH:8][CH:7]=1, predict the reactants needed to synthesize it. The reactants are: C(Cl)CCl.[NH2:5][C:6]1[N:11]=[CH:10][C:9](/[CH:12]=[CH:13]/[C:14]([OH:16])=O)=[CH:8][CH:7]=1.[CH:17]([N:20]1[C:28]2[C:23](=[CH:24][CH:25]=[CH:26][CH:27]=2)[C:22]([CH2:29][NH:30][CH3:31])=[CH:21]1)([CH3:19])[CH3:18].C1C=CC2N(O)N=NC=2C=1.O.C(N(C(C)C)CC)(C)C.